Task: Predict which catalyst facilitates the given reaction.. Dataset: Catalyst prediction with 721,799 reactions and 888 catalyst types from USPTO (1) Reactant: C1(P(C2C=CC=CC=2)C2C=CC=CC=2)C=CC=CC=1.Br[C:21]1[CH:26]=[C:25]([NH2:27])[CH:24]=[CH:23][N:22]=1.C([Sn](CCCC)(CCCC)[CH:33]=[CH:34][C:35]1[CH:40]=[CH:39][CH:38]=[CH:37][CH:36]=1)CCC. Product: [CH:33](/[C:21]1[CH:26]=[C:25]([NH2:27])[CH:24]=[CH:23][N:22]=1)=[CH:34]\[C:35]1[CH:40]=[CH:39][CH:38]=[CH:37][CH:36]=1. The catalyst class is: 274. (2) Reactant: [C:1]([C:5]1[CH:10]=[C:9]([CH2:11][CH3:12])[CH:8]=[CH:7][C:6]=1[OH:13])([CH3:4])([CH3:3])[CH3:2].CCN(CC)CC.Cl[C:22]([O:24][CH3:25])=[O:23].O. Product: [C:22](=[O:23])([O:24][CH3:25])[O:13][C:6]1[CH:7]=[CH:8][C:9]([CH2:11][CH3:12])=[CH:10][C:5]=1[C:1]([CH3:4])([CH3:3])[CH3:2]. The catalyst class is: 2. (3) Reactant: [H-].[Na+].[CH3:3][C:4]1[CH:5]=[C:6]2[C:10](=[CH:11][CH:12]=1)[NH:9][C:8](=[O:13])[C:7]2=[O:14].[CH3:15][O:16][C:17](=[O:26])[CH:18](Br)[CH2:19][CH:20]1[CH2:24][CH2:23][CH2:22][CH2:21]1. Product: [CH3:15][O:16][C:17](=[O:26])[CH:18]([N:9]1[C:10]2[C:6](=[CH:5][C:4]([CH3:3])=[CH:12][CH:11]=2)[C:7](=[O:14])[C:8]1=[O:13])[CH2:19][CH:20]1[CH2:21][CH2:22][CH2:23][CH2:24]1. The catalyst class is: 35. (4) Reactant: [N:1]1[O:2][C:3]([C:10]([OH:12])=O)=[C:4]2[CH:9]=[CH:8][CH:7]=[CH:6][C:5]=12.CCN=C=NCCCN(C)C.C1C=CC2N(O)N=NC=2C=1.C(N(CC)CC)C.[CH:41]([O:44][C:45]([C@H:47]1[CH2:52][CH2:51][C@H:50]([C:53]2[CH:58]=[CH:57][C:56]([NH2:59])=[CH:55][CH:54]=2)[CH2:49][CH2:48]1)=[O:46])([CH3:43])[CH3:42]. Product: [CH:41]([O:44][C:45]([C@H:47]1[CH2:48][CH2:49][C@H:50]([C:53]2[CH:54]=[CH:55][C:56]([NH:59][C:10]([C:3]3[O:2][N:1]=[C:5]4[CH:6]=[CH:7][CH:8]=[CH:9][C:4]=34)=[O:12])=[CH:57][CH:58]=2)[CH2:51][CH2:52]1)=[O:46])([CH3:43])[CH3:42]. The catalyst class is: 39. (5) Reactant: [S:1]1[C:5]2=[N:6][CH:7]=[CH:8][CH:9]=[C:4]2[CH:3]=[C:2]1[CH:10]=O.[O:12]1[C:18]2[CH:19]=[CH:20][C:21]([S:23]([NH2:26])(=[O:25])=[O:24])=[CH:22][C:17]=2[O:16][CH2:15][CH2:14][CH2:13]1.O.[O-2].[O-2].[O-2].O=[Si]=O.O=[Si]=O.O=[Si]=O.O=[Si]=O.[Al+3].[Al+3]. Product: [S:1]1[C:5]2=[N:6][CH:7]=[CH:8][CH:9]=[C:4]2[CH:3]=[C:2]1[CH:10]=[N:26][S:23]([C:21]1[CH:20]=[CH:19][C:18]2[O:12][CH2:13][CH2:14][CH2:15][O:16][C:17]=2[CH:22]=1)(=[O:24])=[O:25]. The catalyst class is: 11.